Dataset: Full USPTO retrosynthesis dataset with 1.9M reactions from patents (1976-2016). Task: Predict the reactants needed to synthesize the given product. Given the product [Br:54][C:55]1[CH:61]=[CH:60][C:58]([NH:59][C:24]([C:16]2[C:17]3[O:21][C:20]([CH3:22])([CH3:23])[CH2:19][C:18]=3[C:12]3[NH:11][C:10]([NH:9][C:3]4[C:4]([Cl:8])=[CH:5][CH:6]=[CH:7][C:2]=4[Cl:1])=[N:14][C:13]=3[CH:15]=2)=[O:26])=[CH:57][CH:56]=1, predict the reactants needed to synthesize it. The reactants are: [Cl:1][C:2]1[CH:7]=[CH:6][CH:5]=[C:4]([Cl:8])[C:3]=1[NH:9][C:10]1[NH:11][C:12]2[C:18]3[CH2:19][C:20]([CH3:23])([CH3:22])[O:21][C:17]=3[C:16]([C:24]([OH:26])=O)=[CH:15][C:13]=2[N:14]=1.F[B-](F)(F)F.N1(OC(N(C)C)=[N+](C)C)C2C=CC=CC=2N=N1.CN(C=O)C.[Br:54][C:55]1[CH:61]=[CH:60][C:58]([NH2:59])=[CH:57][CH:56]=1.